This data is from Catalyst prediction with 721,799 reactions and 888 catalyst types from USPTO. The task is: Predict which catalyst facilitates the given reaction. (1) Reactant: Br[C:2]1[CH:3]=[C:4]([NH:10][C:11]2[CH:16]=[CH:15][C:14]([N:17]([CH2:19][CH2:20][N:21]([CH3:23])[CH3:22])[CH3:18])=[CH:13][N:12]=2)[C:5](=[O:9])[N:6]([CH3:8])[CH:7]=1.[CH3:24][C:25]1([CH3:41])[C:29]([CH3:31])([CH3:30])[O:28][B:27]([B:27]2[O:28][C:29]([CH3:31])([CH3:30])[C:25]([CH3:41])([CH3:24])[O:26]2)[O:26]1.C([O-])(=O)C.[K+].O1CCOCC1. Product: [CH3:22][N:21]([CH3:23])[CH2:20][CH2:19][N:17]([CH3:18])[C:14]1[CH:15]=[CH:16][C:11]([NH:10][C:4]2[C:5](=[O:9])[N:6]([CH3:8])[CH:7]=[C:2]([B:27]3[O:28][C:29]([CH3:31])([CH3:30])[C:25]([CH3:41])([CH3:24])[O:26]3)[CH:3]=2)=[N:12][CH:13]=1. The catalyst class is: 84. (2) Reactant: C([Li])CCC.[C:6](#[N:8])[CH3:7].[O:9]1[CH:13]=[CH:12][CH:11]=[C:10]1[C:14]#[N:15].O. Product: [NH2:15][C:14]([C:10]1[O:9][CH:13]=[CH:12][CH:11]=1)=[CH:7][C:6]#[N:8]. The catalyst class is: 7. (3) Reactant: Br[C:2]1[CH:7]=[CH:6][C:5]([Br:8])=[CH:4][N:3]=1.[OH:9][CH:10]1[CH2:15][CH2:14][NH:13][CH2:12][CH2:11]1.[OH-].[Na+]. Product: [Br:8][C:5]1[CH:6]=[CH:7][C:2]([N:13]2[CH2:14][CH2:15][CH:10]([OH:9])[CH2:11][CH2:12]2)=[N:3][CH:4]=1. The catalyst class is: 13. (4) Reactant: [C:1]1([CH:7]([CH:12]2[CH2:17][CH2:16][N:15]([C:18]3[CH:23]=[CH:22][C:21]([NH:24][C:25]([C:27]4[CH:32]=[CH:31][CH:30]=[CH:29][C:28]=4[C:33]4[CH:38]=[CH:37][C:36]([C:39]([F:42])([F:41])[F:40])=[CH:35][CH:34]=4)=[O:26])=[CH:20][CH:19]=3)[CH2:14][CH2:13]2)[C:8]([O:10]C)=[O:9])[CH:6]=[CH:5][CH:4]=[CH:3][CH:2]=1.O.[ClH:44]. Product: [ClH:44].[C:1]1([CH:7]([CH:12]2[CH2:13][CH2:14][N:15]([C:18]3[CH:23]=[CH:22][C:21]([NH:24][C:25]([C:27]4[CH:32]=[CH:31][CH:30]=[CH:29][C:28]=4[C:33]4[CH:38]=[CH:37][C:36]([C:39]([F:42])([F:40])[F:41])=[CH:35][CH:34]=4)=[O:26])=[CH:20][CH:19]=3)[CH2:16][CH2:17]2)[C:8]([OH:10])=[O:9])[CH:6]=[CH:5][CH:4]=[CH:3][CH:2]=1. The catalyst class is: 12. (5) Reactant: Br[C:2]1[C:6]2=[N:7][C:8]([N:13]([CH2:16][CH:17]3[CH2:21][CH2:20][CH2:19][CH2:18]3)[CH2:14][CH3:15])=[C:9]([C:11]#[N:12])[CH:10]=[C:5]2[N:4]([CH3:22])[CH:3]=1.[CH3:23][Mg]Br.O. Product: [CH:17]1([CH2:16][N:13]([C:8]2[N:7]=[C:6]3[C:2]([CH3:23])=[CH:3][N:4]([CH3:22])[C:5]3=[CH:10][C:9]=2[C:11]#[N:12])[CH2:14][CH3:15])[CH2:21][CH2:20][CH2:19][CH2:18]1. The catalyst class is: 1. (6) Reactant: [H-].[Na+].[CH2:3]([O:10][C:11](=[O:20])[NH:12][C@@H:13]1[CH2:17][C:16](=[O:18])[NH:15][C:14]1=[O:19])[C:4]1[CH:9]=[CH:8][CH:7]=[CH:6][CH:5]=1.[CH2:21](Br)[C:22]1[CH:27]=[CH:26][CH:25]=[CH:24][CH:23]=1.CN(C=O)C. Product: [CH2:3]([O:10][C:11](=[O:20])[NH:12][C@@H:13]1[CH2:17][C:16](=[O:18])[N:15]([CH2:21][C:22]2[CH:27]=[CH:26][CH:25]=[CH:24][CH:23]=2)[C:14]1=[O:19])[C:4]1[CH:5]=[CH:6][CH:7]=[CH:8][CH:9]=1. The catalyst class is: 1. (7) Reactant: [F:1][C:2]1[CH:10]=[C:9]([C:11]2[N:16]=[CH:15][C:14]([O:17][CH2:18][CH:19]3[CH2:24][CH2:23][N:22]([CH2:25][C:26]([F:29])([CH3:28])[CH3:27])[CH2:21][CH2:20]3)=[CH:13][N:12]=2)[CH:8]=[CH:7][C:3]=1[C:4](O)=[O:5].[NH:30]1[CH2:34][CH2:33][CH2:32][C@H:31]1[C:35]([NH2:37])=[O:36].C(Cl)CCl.C1C=CC2N(O)N=NC=2C=1.CCN(C(C)C)C(C)C. Product: [F:1][C:2]1[CH:10]=[C:9]([C:11]2[N:12]=[CH:13][C:14]([O:17][CH2:18][CH:19]3[CH2:20][CH2:21][N:22]([CH2:25][C:26]([F:29])([CH3:27])[CH3:28])[CH2:23][CH2:24]3)=[CH:15][N:16]=2)[CH:8]=[CH:7][C:3]=1[C:4]([N:30]1[CH2:34][CH2:33][CH2:32][C@H:31]1[C:35]([NH2:37])=[O:36])=[O:5]. The catalyst class is: 34. (8) Reactant: [NH2:1][C@H:2]([CH:8]([CH3:10])[CH3:9])[CH2:3][C:4]([O:6][CH3:7])=[O:5].CCN(C(C)C)C(C)C.[N-:20]=[C:21]=[O:22].[C:23]([C:27]1[CH:32]=[CH:31][CH:30]=[CH:29][CH:28]=1)([CH3:26])([CH3:25])[CH3:24]. Product: [C:23]([C:27]1[CH:32]=[CH:31][C:30]([NH:20][C:21](=[O:22])[NH:1][C@H:2]([CH:8]([CH3:10])[CH3:9])[CH2:3][C:4]([O:6][CH3:7])=[O:5])=[CH:29][CH:28]=1)([CH3:26])([CH3:25])[CH3:24]. The catalyst class is: 2. (9) Reactant: Cl[C:2]1[C:3]2[CH:10]=[CH:9][S:8][C:4]=2[N:5]=[CH:6][N:7]=1.C(O)C.C(=O)([O-])[O-].C([N:21](C(C)C)CC)(C)C. Product: [N:5]1[C:4]2[S:8][CH:9]=[CH:10][C:3]=2[C:2]([NH2:21])=[N:7][CH:6]=1. The catalyst class is: 10. (10) Reactant: C(NC(C)C)(C)C.C(=O)=O.[Cl:11][CH:12]([Cl:17])[C:13]([O:15][CH3:16])=[O:14].[I:18][CH2:19][CH2:20][CH2:21]I.Cl. Product: [I:18][CH2:19][CH2:20][CH2:21][C:12]([Cl:17])([Cl:11])[C:13]([O:15][CH3:16])=[O:14]. The catalyst class is: 773.